This data is from Full USPTO retrosynthesis dataset with 1.9M reactions from patents (1976-2016). The task is: Predict the reactants needed to synthesize the given product. (1) Given the product [NH2:1][C:2]1[C:3]([NH:12][CH2:13][C:14]([OH:17])([CH3:15])[CH3:16])=[CH:4][C:5]([C:6]([O:8][CH3:9])=[O:7])=[CH:10][C:11]=1[Br:18], predict the reactants needed to synthesize it. The reactants are: [NH2:1][C:2]1[CH:11]=[CH:10][C:5]([C:6]([O:8][CH3:9])=[O:7])=[CH:4][C:3]=1[NH:12][CH2:13][C:14]([OH:17])([CH3:16])[CH3:15].[Br:18]Br. (2) Given the product [CH2:51]([O:50][C:46]([NH:47][NH:48][C:25]([CH:28]([CH:33]1[CH2:38][CH2:37][N:36]([C:39]([O:41][C:42]([CH3:45])([CH3:44])[CH3:43])=[O:40])[CH2:35][CH2:34]1)[CH2:29][CH2:30][CH2:31][Cl:32])=[O:27])=[O:49])[C:52]1[CH:57]=[CH:56][CH:55]=[CH:54][CH:53]=1, predict the reactants needed to synthesize it. The reactants are: C(N(C(C)C)CC)(C)C.C1N(P(Cl)(N2C(=O)OCC2)=O)C(=O)OC1.[C:25]([CH:28]([CH:33]1[CH2:38][CH2:37][N:36]([C:39]([O:41][C:42]([CH3:45])([CH3:44])[CH3:43])=[O:40])[CH2:35][CH2:34]1)[CH2:29][CH2:30][CH2:31][Cl:32])([OH:27])=O.[C:46]([O:50][CH2:51][C:52]1[CH:57]=[CH:56][CH:55]=[CH:54][CH:53]=1)(=[O:49])[NH:47][NH2:48]. (3) Given the product [Cl:1][C:2]1[N:11]=[C:10]([N:12]2[CH2:13][CH2:14][O:15][CH2:16][CH2:17]2)[C:9]2[C:4](=[CH:5][C:6]([C:18]3[O:22][C:21]([CH:23]([OH:24])[CH3:25])=[CH:20][CH:19]=3)=[CH:7][CH:8]=2)[N:3]=1, predict the reactants needed to synthesize it. The reactants are: [Cl:1][C:2]1[N:11]=[C:10]([N:12]2[CH2:17][CH2:16][O:15][CH2:14][CH2:13]2)[C:9]2[C:4](=[CH:5][C:6]([C:18]3[O:22][C:21]([CH:23]=[O:24])=[CH:20][CH:19]=3)=[CH:7][CH:8]=2)[N:3]=1.[CH3:25][Mg]Br.C(OCC)C. (4) Given the product [F:19][C:20]([F:25])([F:24])[C:21]([OH:23])=[O:22].[OH:1][CH:2]1[C:6]2([CH2:11][CH2:10][NH:9][CH2:8][CH2:7]2)[O:5][CH2:4][CH2:3]1, predict the reactants needed to synthesize it. The reactants are: [OH:1][CH:2]1[C:6]2([CH2:11][CH2:10][N:9](C(OC(C)(C)C)=O)[CH2:8][CH2:7]2)[O:5][CH2:4][CH2:3]1.[F:19][C:20]([F:25])([F:24])[C:21]([OH:23])=[O:22]. (5) Given the product [CH2:1]([O:3][C:4]([C:6]1[N:14]([CH2:22][C:23]2[CH:28]=[CH:27][CH:26]=[CH:25][CH:24]=2)[C:13]2[C:8](=[N:9][C:10]([CH3:32])=[CH:11][CH:12]=2)[C:7]=1[C:15]1[CH:20]=[CH:19][CH:18]=[CH:17][C:16]=1[F:21])=[O:5])[CH3:2], predict the reactants needed to synthesize it. The reactants are: [CH2:1]([O:3][C:4]([C:6]1[NH:14][C:13]2[C:8](=[N:9][CH:10]=[CH:11][CH:12]=2)[C:7]=1[C:15]1[CH:20]=[CH:19][CH:18]=[CH:17][C:16]=1[F:21])=[O:5])[CH3:2].[CH2:22](Br)[C:23]1[CH:28]=[CH:27][CH:26]=[CH:25][CH:24]=1.[H-].[Na+].[C:32](OCC)(=O)C. (6) Given the product [CH3:28][N:29]([CH:31]=[C:23]1[CH2:24][N:20]([C:1]([C:8]2[CH:13]=[CH:12][CH:11]=[CH:10][CH:9]=2)([C:14]2[CH:15]=[CH:16][CH:17]=[CH:18][CH:19]=2)[C:2]2[CH:7]=[CH:6][CH:5]=[CH:4][CH:3]=2)[CH2:21][C:22]1=[O:25])[CH3:30], predict the reactants needed to synthesize it. The reactants are: [C:1]([N:20]1[CH2:24][CH2:23][C:22](=[O:25])[CH2:21]1)([C:14]1[CH:19]=[CH:18][CH:17]=[CH:16][CH:15]=1)([C:8]1[CH:13]=[CH:12][CH:11]=[CH:10][CH:9]=1)[C:2]1[CH:7]=[CH:6][CH:5]=[CH:4][CH:3]=1.CO[CH:28](OC)[N:29]([CH3:31])[CH3:30]. (7) Given the product [C:1]([N:5]1[C:9]([C:10]2[CH:15]=[CH:14][CH:13]=[CH:12][CH:11]=2)=[CH:8][C:7]([CH2:16][CH2:17][CH2:18][N:30]2[CH2:29][CH2:28][N:27]([C:22]3[CH:23]=[CH:24][CH:25]=[CH:26][C:21]=3[F:20])[CH2:32][CH2:31]2)=[N:6]1)([CH3:4])([CH3:3])[CH3:2], predict the reactants needed to synthesize it. The reactants are: [C:1]([N:5]1[C:9]([C:10]2[CH:15]=[CH:14][CH:13]=[CH:12][CH:11]=2)=[CH:8][C:7]([CH2:16][CH2:17][CH:18]=O)=[N:6]1)([CH3:4])([CH3:3])[CH3:2].[F:20][C:21]1[CH:26]=[CH:25][CH:24]=[CH:23][C:22]=1[N:27]1[CH2:32][CH2:31][NH:30][CH2:29][CH2:28]1.CCN(C(C)C)C(C)C.[BH-](OC(C)=O)(OC(C)=O)OC(C)=O.[Na+].